Dataset: NCI-60 drug combinations with 297,098 pairs across 59 cell lines. Task: Regression. Given two drug SMILES strings and cell line genomic features, predict the synergy score measuring deviation from expected non-interaction effect. (1) Drug 2: CC(C)NC(=O)C1=CC=C(C=C1)CNNC.Cl. Synergy scores: CSS=14.6, Synergy_ZIP=6.63, Synergy_Bliss=0.338, Synergy_Loewe=-1.43, Synergy_HSA=-2.62. Drug 1: CC1CCC2CC(C(=CC=CC=CC(CC(C(=O)C(C(C(=CC(C(=O)CC(OC(=O)C3CCCCN3C(=O)C(=O)C1(O2)O)C(C)CC4CCC(C(C4)OC)O)C)C)O)OC)C)C)C)OC. Cell line: RPMI-8226. (2) Drug 1: C1=CC(=C2C(=C1NCCNCCO)C(=O)C3=C(C=CC(=C3C2=O)O)O)NCCNCCO. Drug 2: C#CCC(CC1=CN=C2C(=N1)C(=NC(=N2)N)N)C3=CC=C(C=C3)C(=O)NC(CCC(=O)O)C(=O)O. Cell line: SK-MEL-28. Synergy scores: CSS=28.9, Synergy_ZIP=-11.5, Synergy_Bliss=-9.30, Synergy_Loewe=-9.09, Synergy_HSA=-9.05. (3) Drug 1: C#CCC(CC1=CN=C2C(=N1)C(=NC(=N2)N)N)C3=CC=C(C=C3)C(=O)NC(CCC(=O)O)C(=O)O. Drug 2: CN(CC1=CN=C2C(=N1)C(=NC(=N2)N)N)C3=CC=C(C=C3)C(=O)NC(CCC(=O)O)C(=O)O. Cell line: SF-268. Synergy scores: CSS=33.1, Synergy_ZIP=3.53, Synergy_Bliss=8.86, Synergy_Loewe=7.14, Synergy_HSA=6.45. (4) Drug 1: C1CN(CCN1C(=O)CCBr)C(=O)CCBr. Drug 2: COCCOC1=C(C=C2C(=C1)C(=NC=N2)NC3=CC=CC(=C3)C#C)OCCOC.Cl. Cell line: UO-31. Synergy scores: CSS=26.7, Synergy_ZIP=8.79, Synergy_Bliss=14.5, Synergy_Loewe=3.50, Synergy_HSA=3.86. (5) Drug 1: C(=O)(N)NO. Drug 2: CC12CCC3C(C1CCC2O)C(CC4=C3C=CC(=C4)O)CCCCCCCCCS(=O)CCCC(C(F)(F)F)(F)F. Cell line: PC-3. Synergy scores: CSS=-1.08, Synergy_ZIP=0.0622, Synergy_Bliss=-1.24, Synergy_Loewe=-1.52, Synergy_HSA=-2.08.